The task is: Regression/Classification. Given a drug SMILES string, predict its absorption, distribution, metabolism, or excretion properties. Task type varies by dataset: regression for continuous measurements (e.g., permeability, clearance, half-life) or binary classification for categorical outcomes (e.g., BBB penetration, CYP inhibition). Dataset: cyp2d6_veith.. This data is from CYP2D6 inhibition data for predicting drug metabolism from PubChem BioAssay. The compound is CC(=O)O[C@@H]1C[C@]2(C)[C@H](C[C@@H](O)[C@H]3[C@@]4(C)CC[C@@H](O)[C@@H](C)[C@@H]4CC[C@@]32C)/C1=C(\CCC=C(C)C)C(=O)[O-].[Na+]. The result is 0 (non-inhibitor).